Dataset: Peptide-MHC class I binding affinity with 185,985 pairs from IEDB/IMGT. Task: Regression. Given a peptide amino acid sequence and an MHC pseudo amino acid sequence, predict their binding affinity value. This is MHC class I binding data. (1) The peptide sequence is LERPLAVQL. The MHC is HLA-B40:01 with pseudo-sequence HLA-B40:01. The binding affinity (normalized) is 0.936. (2) The peptide sequence is AQIDNYNKF. The MHC is HLA-B40:02 with pseudo-sequence HLA-B40:02. The binding affinity (normalized) is 0.504. (3) The peptide sequence is ESSVKEKDM. The MHC is HLA-B07:02 with pseudo-sequence HLA-B07:02. The binding affinity (normalized) is 0.0847.